From a dataset of Catalyst prediction with 721,799 reactions and 888 catalyst types from USPTO. Predict which catalyst facilitates the given reaction. Product: [F:1][C:2]1[CH:3]=[C:4]([NH:31][C:38]([CH:37]2[CH2:36][CH2:35][NH:34][C:33]2=[O:32])=[O:39])[CH:5]=[CH:6][C:7]=1[O:8][C:9]1[C:18]2[C:13](=[CH:14][C:15]([O:21][CH2:22][CH2:23][CH2:24][N:25]3[CH2:30][CH2:29][O:28][CH2:27][CH2:26]3)=[C:16]([O:19][CH3:20])[CH:17]=2)[N:12]=[CH:11][CH:10]=1. The catalyst class is: 20. Reactant: [F:1][C:2]1[CH:3]=[C:4]([NH2:31])[CH:5]=[CH:6][C:7]=1[O:8][C:9]1[C:18]2[C:13](=[CH:14][C:15]([O:21][CH2:22][CH2:23][CH2:24][N:25]3[CH2:30][CH2:29][O:28][CH2:27][CH2:26]3)=[C:16]([O:19][CH3:20])[CH:17]=2)[N:12]=[CH:11][CH:10]=1.[O:32]=[C:33]1[CH:37]([C:38](O)=[O:39])[CH2:36][CH2:35][NH:34]1.Cl.C(N=C=NCCCN(C)C)C.N1(O)C2C=CC=CC=2N=N1.C(N(C(C)C)C(C)C)C.